This data is from Ames mutagenicity test results for genotoxicity prediction. The task is: Regression/Classification. Given a drug SMILES string, predict its toxicity properties. Task type varies by dataset: regression for continuous values (e.g., LD50, hERG inhibition percentage) or binary classification for toxic/non-toxic outcomes (e.g., AMES mutagenicity, cardiotoxicity, hepatotoxicity). Dataset: ames. (1) The molecule is O=P(O)(NCCCO)N(CCCl)CCCl. The result is 1 (mutagenic). (2) The drug is C=C[C@@H](O)c1ccc2c(c1)OCO2. The result is 0 (non-mutagenic). (3) The result is 1 (mutagenic). The molecule is O=Cc1ccco1. (4) The drug is CNc1ccc(NCCO)c2c1C(=O)c1ccccc1C2=O. The result is 1 (mutagenic). (5) The compound is c1ccc2c(c1)-c1c(ccc3ccccc13)[C@@H]1O[C@H]21. The result is 1 (mutagenic). (6) The drug is N=c1ccn(C2CCC(CO)O2)c(=O)[nH]1. The result is 1 (mutagenic). (7) The molecule is c1ccc(Oc2ccccc2)cc1. The result is 0 (non-mutagenic).